Dataset: Forward reaction prediction with 1.9M reactions from USPTO patents (1976-2016). Task: Predict the product of the given reaction. (1) Given the reactants [Cl:1][C:2]1[CH:29]=[CH:28][C:5]([C:6]([NH:8][C:9]2[CH:14]=[CH:13][C:12]([C:15]3[N:19]([CH3:20])[N:18]=[C:17]([C:21]([F:24])([F:23])[F:22])[CH:16]=3)=[C:11]([N+:25]([O-])=O)[CH:10]=2)=[O:7])=[CH:4][CH:3]=1.[Sn](Cl)Cl, predict the reaction product. The product is: [NH2:25][C:11]1[CH:10]=[C:9]([NH:8][C:6](=[O:7])[C:5]2[CH:4]=[CH:3][C:2]([Cl:1])=[CH:29][CH:28]=2)[CH:14]=[CH:13][C:12]=1[C:15]1[N:19]([CH3:20])[N:18]=[C:17]([C:21]([F:24])([F:22])[F:23])[CH:16]=1. (2) Given the reactants [F:1][C:2]1[CH:3]=[C:4]([C@@:9]2([CH3:20])[NH:18][C:17](=[O:19])[C:12]3([CH2:16][CH2:15][CH2:14][CH2:13]3)[NH:11][CH2:10]2)[CH:5]=[C:6]([F:8])[CH:7]=1.C(N(CC)C(C)C)(C)C.[C:30](O[C:30]([O:32][C:33]([CH3:36])([CH3:35])[CH3:34])=[O:31])([O:32][C:33]([CH3:36])([CH3:35])[CH3:34])=[O:31], predict the reaction product. The product is: [F:1][C:2]1[CH:3]=[C:4]([C@@:9]2([CH3:20])[NH:18][C:17](=[O:19])[C:12]3([CH2:13][CH2:14][CH2:15][CH2:16]3)[N:11]([C:30]([O:32][C:33]([CH3:36])([CH3:35])[CH3:34])=[O:31])[CH2:10]2)[CH:5]=[C:6]([F:8])[CH:7]=1. (3) The product is: [C:2]([C:7]1[S:11][C:10]([CH2:12][N:13]2[N:17]=[C:16]([NH:18][C:32]([C:28]3[N:29]=[CH:30][O:31][C:27]=3[C:23]3[CH:24]=[CH:25][CH:26]=[C:21]([O:20][CH3:19])[CH:22]=3)=[O:33])[CH:15]=[N:14]2)=[CH:9][CH:8]=1)(=[O:6])[CH3:1]. Given the reactants [CH3:1][C:2]1([C:7]2[S:11][C:10]([CH2:12][N:13]3[N:17]=[C:16]([NH2:18])[CH:15]=[N:14]3)=[CH:9][CH:8]=2)[O:6]CCO1.[CH3:19][O:20][C:21]1[CH:22]=[C:23]([C:27]2[O:31][CH:30]=[N:29][C:28]=2[C:32](O)=[O:33])[CH:24]=[CH:25][CH:26]=1, predict the reaction product. (4) Given the reactants [CH3:1][C:2]1[N:6]=[C:5]([CH3:7])[S:4][C:3]=1/[CH:8]=[CH:9]/[C:10](N(C)C)=O.[N:15]1([C:20]2[CH:25]=[CH:24][C:23]([NH:26][C:27]([NH2:29])=[NH:28])=[CH:22][CH:21]=2)[CH2:19][CH2:18][CH2:17][CH2:16]1, predict the reaction product. The product is: [CH3:7][C:5]1[S:4][C:3]([C:8]2[CH:9]=[CH:10][N:29]=[C:27]([NH:26][C:23]3[CH:22]=[CH:21][C:20]([N:15]4[CH2:19][CH2:18][CH2:17][CH2:16]4)=[CH:25][CH:24]=3)[N:28]=2)=[C:2]([CH3:1])[N:6]=1. (5) Given the reactants [CH2:1]([O:3][C:4]([C:6]1[S:10][C:9](Br)=[N:8][C:7]=1[CH2:12][N:13]([CH2:20][C:21]1[CH:26]=[CH:25][C:24]([O:27][CH3:28])=[CH:23][C:22]=1[O:29][CH3:30])[CH2:14][C:15]([O:17][CH2:18][CH3:19])=[O:16])=[O:5])[CH3:2].[CH:31]1[C:39]2[C:38]3[CH:40]=[CH:41][CH:42]=[CH:43][C:37]=3[O:36][C:35]=2[C:34](B(O)O)=[CH:33][CH:32]=1, predict the reaction product. The product is: [CH2:1]([O:3][C:4]([C:6]1[S:10][C:9]([C:43]2[C:37]3[O:36][C:35]4[CH:34]=[CH:33][CH:32]=[CH:31][C:39]=4[C:38]=3[CH:40]=[CH:41][CH:42]=2)=[N:8][C:7]=1[CH2:12][N:13]([CH2:20][C:21]1[CH:26]=[CH:25][C:24]([O:27][CH3:28])=[CH:23][C:22]=1[O:29][CH3:30])[CH2:14][C:15]([O:17][CH2:18][CH3:19])=[O:16])=[O:5])[CH3:2]. (6) Given the reactants [O:1]1[CH2:6][CH2:5][N:4]([CH2:7][C:8]2[CH:13]=[CH:12][C:11]([C:14]3[N:15]=[C:16]4[C:21]([C:22]([O:24]CC)=[O:23])=[CH:20][CH:19]=[CH:18][N:17]4[CH:27]=3)=[CH:10][CH:9]=2)[CH2:3][CH2:2]1.Cl, predict the reaction product. The product is: [O:1]1[CH2:6][CH2:5][N:4]([CH2:7][C:8]2[CH:13]=[CH:12][C:11]([C:14]3[N:15]=[C:16]4[C:21]([C:22]([OH:24])=[O:23])=[CH:20][CH:19]=[CH:18][N:17]4[CH:27]=3)=[CH:10][CH:9]=2)[CH2:3][CH2:2]1.